From a dataset of Peptide-MHC class II binding affinity with 134,281 pairs from IEDB. Regression. Given a peptide amino acid sequence and an MHC pseudo amino acid sequence, predict their binding affinity value. This is MHC class II binding data. The peptide sequence is SDPKKLVLNIKYTRP. The MHC is HLA-DQA10501-DQB10301 with pseudo-sequence HLA-DQA10501-DQB10301. The binding affinity (normalized) is 0.0601.